From a dataset of Full USPTO retrosynthesis dataset with 1.9M reactions from patents (1976-2016). Predict the reactants needed to synthesize the given product. (1) Given the product [N:21]1([C:18]2[CH:19]=[CH:20][C:15]([NH:14][C:10]3[N:11]=[C:12]([NH2:13])[N:8]([C:4]4[CH:3]=[C:2]([N:27]5[CH2:32][CH2:31][NH:30][CH2:29][CH2:28]5)[N:7]=[CH:6][N:5]=4)[N:9]=3)=[CH:16][CH:17]=2)[CH2:26][CH2:25][O:24][CH2:23][CH2:22]1, predict the reactants needed to synthesize it. The reactants are: Cl[C:2]1[N:7]=[CH:6][N:5]=[C:4]([N:8]2[C:12]([NH2:13])=[N:11][C:10]([NH:14][C:15]3[CH:20]=[CH:19][C:18]([N:21]4[CH2:26][CH2:25][O:24][CH2:23][CH2:22]4)=[CH:17][CH:16]=3)=[N:9]2)[CH:3]=1.[NH:27]1[CH2:32][CH2:31][NH:30][CH2:29][CH2:28]1.C(N(C(C)C)CC)(C)C. (2) Given the product [Cl:1][C:2]1[CH:3]=[C:4]([Br:9])[CH:5]=[CH:6][C:7]=1[Si:27]([CH3:30])([CH3:29])[CH3:28], predict the reactants needed to synthesize it. The reactants are: [Cl:1][C:2]1[CH:3]=[C:4]([Br:9])[CH:5]=[CH:6][C:7]=1I.CCCCCC.C([Li])CCC.FC(F)(F)S(O[Si:27]([CH3:30])([CH3:29])[CH3:28])(=O)=O. (3) Given the product [F:29][C:23]1[CH:22]=[CH:21][C:20]([C:2]2[CH:7]=[N:6][C:5]([O:8][CH2:9][CH2:10][CH2:11][S:12]([CH3:15])(=[O:14])=[O:13])=[CH:4][C:3]=2[CH3:16])=[CH:28][C:24]=1[C:25]([OH:27])=[O:26], predict the reactants needed to synthesize it. The reactants are: Br[C:2]1[C:3]([CH3:16])=[CH:4][C:5]([O:8][CH2:9][CH2:10][CH2:11][S:12]([CH3:15])(=[O:14])=[O:13])=[N:6][CH:7]=1.B([C:20]1[CH:21]=[CH:22][C:23]([F:29])=[C:24]([CH:28]=1)[C:25]([OH:27])=[O:26])(O)O.C([O-])([O-])=O.[Cs+].[Cs+].O1CCOCC1.